Dataset: Experimentally validated miRNA-target interactions with 360,000+ pairs, plus equal number of negative samples. Task: Binary Classification. Given a miRNA mature sequence and a target amino acid sequence, predict their likelihood of interaction. (1) The miRNA is hsa-miR-1279 with sequence UCAUAUUGCUUCUUUCU. The protein sequence of the target gene is MAVRASFENNCEIGCFAKLTNTYCLVAIGGSENFYSVFEGELSDTIPVVHASIAGCRIIGRMCVGNRHGLLVPNNTTDQELQHIRNSLPDTVQIRRVEERLSALGNVTTCNDYVALVHPDLDRETEEILADVLKVEVFRQTVADQVLVGSYCVFSNQGGLVHPKTSIEDQDELSSLLQVPLVAGTVNRGSEVIAAGMVVNDWCAFCGLDTTSTELSVVESVFKLNEAQPSTIATSMRDSLIDSLT. Result: 1 (interaction). (2) The protein sequence of the target gene is MHSLDEPLDLKLSITKLRAAREKRERTLGVVRPRALHRELGLVDDSPTPGSPGSPPSGFLLNSKFPEKVEGRFSAAPLVDLSLSPPSGLDSPNGSSSLSPERQGNGDLPPVPSASDFQPLRYLDGVPSSFQFFLPLGSGGALHLPASSFLTPPKDKCLSPDLPLPKQLVCRWAKCNQLFELLQDLVDHVNDYHVKPEKDAGYCCHWEGCARHGRGFNARYKMLIHIRTHTNEKPHRCPTCSKSFSRLENLKIHNRSHTGEKPYVCPYEGCNKRYSNSSDRFKHTRTHYVDKPYYCKMPGC.... Result: 0 (no interaction). The miRNA is hsa-miR-2355-3p with sequence AUUGUCCUUGCUGUUUGGAGAU. (3) The miRNA is hsa-miR-6867-5p with sequence UGUGUGUGUAGAGGAAGAAGGGA. The protein sequence of the target gene is MDSGTEEYELNGGLPPGTPGSPDASPARWGWRHGPINVNHYASKKSAAESMLDIALLMANASQLKAVVEQGPSFAFYVPLVVLISISLVLQIGVGVLLIFLVKYDLNNPAKHAKLDFLNNLATGLVFIIVVVNIFITAFGVQKPLMDMAPQQ. Result: 0 (no interaction). (4) The miRNA is hsa-miR-508-5p with sequence UACUCCAGAGGGCGUCACUCAUG. The protein sequence of the target gene is MQKYCIYQHFQFQLLIQHLWIAANCDIADERFDATFHTNVLVNSSGHCQYLPPGIFKSSCYIDVRWFPFDVQHCKLKFGSWSYGGWSLDLQMQEADISGYIPNGEWDLVGIPGKRSERFYECCKEPYPDVTFTVTMRRRTLYYGLNLLIPCVLISALALLVFLLPADSGEKISLGITVLLSLTVFMLLVAEIMPATSDSVPLIAQYFASTMIIVGLSVVVTVIVLQYHHHDPDGGKMPKWTRVILLNWCAWFLRMKRPGEDKVRPACQHKQRRCSLASVEMSAVAPPPASNGNLLYIGFR.... Result: 1 (interaction). (5) The miRNA is hsa-miR-3169 with sequence UAGGACUGUGCUUGGCACAUAG. The protein sequence of the target gene is MERLLAQLCGSSAAWPLPLWEGDTTGHCFTQLVLSALPHALLAVLSACYLGTPRSPDYILPCSPGWRLRLAASFLLSVFPLLDLLPVALPPGAGPGPIGLEVLAGCVAAVAWISHSLALWVLAHSPHGHSRGPLALALVALLPAPALVLTVLWHCQRGTLLPPLLPGPMARLCLLILQLAALLAYALGWAAPGGPREPWAQEPLLPEDQEPEVAEDGESWLSRFSYAWLAPLLARGACGELRQPQDICRLPHRLQPTYLARVFQAHWQEGARLWRALYGAFGRCYLALGLLKLVGTMLGF.... Result: 0 (no interaction). (6) The miRNA is hsa-miR-3925-5p with sequence AAGAGAACUGAAAGUGGAGCCU. Result: 1 (interaction). The protein sequence of the target gene is MAAAALRAPTQVTVSPETHMDLTKGCVTFEDIAIYFSQDEWGLLDEAQRLLYLEVMLENFALVASLGCGHGTEDEETPSDQNVSVGVSQSKAGSSTQKTQSCEMCVPVLKDILHLADLPGQKPYLVGECTNHHQHQKHHSAKKSLKRDMDRASYVKCCLFCMSLKPFRKWEVGKDLPAMLRLLRSLVFPGGKKPGTITECGEDIRSQKSHYKSGECGKASRHKHTPVYHPRVYTGKKLYECSKCGKAFRGKYSLVQHQRVHTGERPWECNECGKFFSQTSHLNDHRRIHTGERPYECSEC.... (7) The miRNA is hsa-miR-21-5p with sequence UAGCUUAUCAGACUGAUGUUGA. The protein sequence of the target gene is MRLRNGTVATALAFITSFLTLSWYTTWQNGKEKLIAYQREFLALKERLRIAEHRISQRSSELNTIVQQFKRVGAETNGSKDALNKFSDNTLKLLKELTSKKSLQVPSIYYHLPHLLKNEGSLQPAVQIGNGRTGVSIVMGIPTVKREVKSYLIETLHSLIDNLYPEEKLDCVIVVFIGETDIDYVHGVVANLEKEFSKEISSGLVEVISPPESYYPDLTNLKETFGDSKERVRWRTKQNLDYCFLMMYAQEKGIYYIQLEDDIIVKQNYFNTIKNFALQLSSEEWMILEFSQLGFIGKMF.... Result: 1 (interaction).